From a dataset of Full USPTO retrosynthesis dataset with 1.9M reactions from patents (1976-2016). Predict the reactants needed to synthesize the given product. (1) Given the product [ClH:1].[NH2:8][C:9]1([C@@H:12]2[CH2:16][CH2:15][N:14]([C:17]3[C:26]([CH3:27])=[C:25]4[C:20]([C:21](=[O:32])[NH:22][C:23](=[O:31])[N:24]4[CH:28]4[CH2:29][CH2:30]4)=[CH:19][C:18]=3[F:33])[CH2:13]2)[CH2:10][CH2:11]1, predict the reactants needed to synthesize it. The reactants are: [ClH:1].C(OC(=O)[NH:8][C:9]1([C@@H:12]2[CH2:16][CH2:15][N:14]([C:17]3[C:26]([CH3:27])=[C:25]4[C:20]([C:21](=[O:32])[NH:22][C:23](=[O:31])[N:24]4[CH:28]4[CH2:30][CH2:29]4)=[CH:19][C:18]=3[F:33])[CH2:13]2)[CH2:11][CH2:10]1)(C)(C)C. (2) The reactants are: [CH2:1]([N:8]([CH2:31][C:32]1[CH:37]=[CH:36][CH:35]=[CH:34][CH:33]=1)[C:9]1[N:14]=[CH:13][N:12]=[C:11]([NH:15][CH:16]2[CH2:20][CH2:19][N:18]([C:21]([O:23][C:24]([CH3:27])([CH3:26])[CH3:25])=[O:22])[CH2:17]2)[C:10]=1[N+:28]([O-])=O)[C:2]1[CH:7]=[CH:6][CH:5]=[CH:4][CH:3]=1.[Cl-].[NH4+]. Given the product [C:24]([O:23][C:21]([N:18]1[CH2:19][CH2:20][CH:16]([NH:15][C:11]2[C:10]([NH2:28])=[C:9]([N:8]([CH2:1][C:2]3[CH:7]=[CH:6][CH:5]=[CH:4][CH:3]=3)[CH2:31][C:32]3[CH:37]=[CH:36][CH:35]=[CH:34][CH:33]=3)[N:14]=[CH:13][N:12]=2)[CH2:17]1)=[O:22])([CH3:27])([CH3:25])[CH3:26], predict the reactants needed to synthesize it.